This data is from Full USPTO retrosynthesis dataset with 1.9M reactions from patents (1976-2016). The task is: Predict the reactants needed to synthesize the given product. (1) Given the product [CH:1]1([C:6]2[CH:12]=[CH:11][CH:10]=[CH:9][C:7]=2[N:8]=[C:18]=[S:19])[CH2:2][CH2:3][CH2:4][CH2:5]1, predict the reactants needed to synthesize it. The reactants are: [CH:1]1([C:6]2[CH:12]=[CH:11][CH:10]=[CH:9][C:7]=2[NH2:8])[CH2:5][CH2:4][CH2:3][CH2:2]1.C(=O)([O-])O.[Na+].[C:18](Cl)(Cl)=[S:19]. (2) Given the product [OH:1][C@H:2]1[C@@H:6]([O:7][CH3:12])[CH2:5][C@@H:4]([C:8]([O:10][CH3:11])=[O:9])[CH2:3]1, predict the reactants needed to synthesize it. The reactants are: [OH:1][C@@H:2]1[C@H:6]([OH:7])[CH2:5][CH:4]([C:8]([O:10][CH3:11])=[O:9])[CH2:3]1.[CH3:12]I. (3) Given the product [C:15]([C:6]1[C:5]([CH3:13])=[N:4][N:3]([CH2:1][CH3:2])[C:7]=1[C:8]([O:10][CH3:11])=[O:9])#[N:16], predict the reactants needed to synthesize it. The reactants are: [CH2:1]([N:3]1[C:7]([C:8]([O:10][CH3:11])=[O:9])=[C:6](I)[C:5]([CH3:13])=[N:4]1)[CH3:2].[Cu][C:15]#[N:16].CCOC(C)=O. (4) Given the product [CH3:121][O:122][C:123]([NH:125][C@H:126]([C:127]([N:45]1[CH2:46][C@@H:47]([CH2:49][O:50][CH3:51])[CH2:48][C@H:44]1[C:42]1[NH:43][C:39]([C:34]2[CH:35]=[C:36]3[CH2:37][O:38][C:25]4[CH:24]=[C:23]5[C:28]([CH:29]=[CH:30][C:20]6[N:19]=[C:18]([C@@H:13]7[CH2:14][CH2:15][C@H:16]([CH3:17])[N:12]7[C:10](=[O:11])[C@@H:6]([NH:5][C:3](=[O:4])[O:2][CH3:1])[CH:7]([CH3:9])[CH3:8])[NH:22][C:21]=65)=[CH:27][C:26]=4[C:31]3=[CH:32][CH:33]=2)=[CH:40][N:41]=1)=[O:128])[C@@H:130]([CH2:131][CH3:132])[CH3:133])=[O:124], predict the reactants needed to synthesize it. The reactants are: [CH3:1][O:2][C:3]([NH:5][C@H:6]([C:10]([N:12]1[C@@H:16]([CH3:17])[CH2:15][CH2:14][C@H:13]1[C:18]1[NH:22][C:21]2[C:23]3[C:28]([CH:29]=[CH:30][C:20]=2[N:19]=1)=[CH:27][C:26]1[C:31]2[C:36]([CH2:37][O:38][C:25]=1[CH:24]=3)=[CH:35][C:34]([C:39]1[NH:43][C:42]([C@@H:44]3[CH2:48][C@H:47]([CH2:49][O:50][CH3:51])[CH2:46][N:45]3C(OC(C)(C)C)=O)=[N:41][CH:40]=1)=[CH:33][CH:32]=2)=[O:11])[CH:7]([CH3:9])[CH3:8])=[O:4].COC(N[C@@H](C(C)C)C(N1[C@@H](C)CC[C@H]1C1NC2C3C(C=CC=2N=1)=CC1C2C(COC=1C=3)=CC(C1NC([C@@H]3C[C@H](COC)CN3C(=O)[C@@H](NC(=O)[O-])[C@@H](C)CC)=NC=1)=CC=2)=O)=O.[CH3:121][O:122][C:123]([NH:125][C@@H:126]([C@H:130]([CH3:133])[CH2:131][CH3:132])[C:127](O)=[O:128])=[O:124]. (5) The reactants are: [CH3:1][O:2][CH2:3][CH2:4][O:5][C:6]1[C:11]2[C:12](=O)[CH2:13][O:14][C:10]=2[CH:9]=[CH:8][CH:7]=1.C([O-])(=O)C.[Na+].Cl.[NH2:22][OH:23]. Given the product [CH3:1][O:2][CH2:3][CH2:4][O:5][C:6]1[C:11]2[C:12](=[N:22][OH:23])[CH2:13][O:14][C:10]=2[CH:9]=[CH:8][CH:7]=1, predict the reactants needed to synthesize it.